Dataset: Forward reaction prediction with 1.9M reactions from USPTO patents (1976-2016). Task: Predict the product of the given reaction. (1) Given the reactants [C:1]([O:5][C:6]([NH:8][CH2:9][C@H:10]1[CH2:15][CH2:14][C@H:13]([C:16]([NH:18][C@H:19]([C:37](=[O:50])[NH:38][C:39]2[CH:44]=[CH:43][C:42]([C:45]3[NH:49][N:48]=[N:47][N:46]=3)=[CH:41][CH:40]=2)[CH2:20][C:21]2[CH:22]=[CH:23][C:24]([CH3:36])=[C:25]([C:27]3[CH:32]=[CH:31][CH:30]=[C:29]([C:33](O)=[O:34])[CH:28]=3)[CH:26]=2)=[O:17])[CH2:12][CH2:11]1)=[O:7])([CH3:4])([CH3:3])[CH3:2].[CH3:51][O:52][CH2:53][CH2:54][O:55][CH2:56][CH2:57][O:58][CH2:59][CH2:60][NH2:61].F[P-](F)(F)(F)(F)F.CN(C(ON1C2=NC=CC=C2N=N1)=[N+](C)C)C.C(N(CC)C(C)C)(C)C, predict the reaction product. The product is: [CH3:51][O:52][CH2:53][CH2:54][O:55][CH2:56][CH2:57][O:58][CH2:59][CH2:60][NH:61][C:33]([C:29]1[CH:28]=[C:27]([C:25]2[C:24]([CH3:36])=[CH:23][CH:22]=[C:21]([CH2:20][C@H:19]([NH:18][C:16]([C@H:13]3[CH2:14][CH2:15][C@H:10]([CH2:9][NH:8][C:6](=[O:7])[O:5][C:1]([CH3:2])([CH3:4])[CH3:3])[CH2:11][CH2:12]3)=[O:17])[C:37](=[O:50])[NH:38][C:39]3[CH:40]=[CH:41][C:42]([C:45]4[NH:46][N:47]=[N:48][N:49]=4)=[CH:43][CH:44]=3)[CH:26]=2)[CH:32]=[CH:31][CH:30]=1)=[O:34]. (2) Given the reactants [Cl:1][C:2]1[N:7]=[C:6]([CH2:8][C:9]([C:11]2[C:12]([F:25])=[C:13]([NH:18][C:19](=[O:24])[O:20][CH2:21][CH:22]=[CH2:23])[CH:14]=[CH:15][C:16]=2[F:17])=O)[CH:5]=[CH:4][N:3]=1.C1C(=O)N(Br)C(=O)C1.[N:34]1([C:40](=[S:42])[NH2:41])[CH2:39][CH2:38][O:37][CH2:36][CH2:35]1, predict the reaction product. The product is: [Cl:1][C:2]1[N:7]=[C:6]([C:8]2[S:42][C:40]([N:34]3[CH2:39][CH2:38][O:37][CH2:36][CH2:35]3)=[N:41][C:9]=2[C:11]2[C:12]([F:25])=[C:13]([NH:18][C:19](=[O:24])[O:20][CH2:21][CH:22]=[CH2:23])[CH:14]=[CH:15][C:16]=2[F:17])[CH:5]=[CH:4][N:3]=1. (3) Given the reactants Cl[C:2]1[C:11]2[C:6](=[CH:7][C:8]([Cl:12])=[CH:9][CH:10]=2)[N:5]=[C:4]([C:13]([F:16])([F:15])[F:14])[CH:3]=1.[NH3:17], predict the reaction product. The product is: [NH2:17][C:2]1[C:11]2[C:6](=[CH:7][C:8]([Cl:12])=[CH:9][CH:10]=2)[N:5]=[C:4]([C:13]([F:16])([F:15])[F:14])[CH:3]=1. (4) The product is: [F:32][C:2]([F:1])([F:31])[C:3]([NH:5][CH2:6][CH2:7][CH2:8][S@@:9]([C@@H:10]1[CH2:27][CH2:26][C@@:25]2([CH3:28])[CH:12]([C:13](=[CH2:30])[CH2:14][C@@H:15]3[C@@H:24]2[CH2:23][CH2:22][C@@:20]2([CH3:21])[C@H:16]3[CH2:17][CH2:18][C:19]2=[O:29])[CH2:11]1)=[O:37])=[O:4]. Given the reactants [F:1][C:2]([F:32])([F:31])[C:3]([NH:5][CH2:6][CH2:7][CH2:8][S:9][C@@H:10]1[CH2:27][CH2:26][C@@:25]2([CH3:28])[CH:12]([C:13](=[CH2:30])[CH2:14][C@@H:15]3[C@@H:24]2[CH2:23][CH2:22][C@@:20]2([CH3:21])[C@H:16]3[CH2:17][CH2:18][C:19]2=[O:29])[CH2:11]1)=[O:4].C[N+]1([O-])CC[O:37]CC1, predict the reaction product. (5) Given the reactants [BH4-].[Na+].[CH2:3]([O:5][C:6]1[CH:7]=[C:8]([N:15]2[CH2:20][CH2:19][CH:18]([N:21]3[CH2:26][CH2:25][N:24]([S:27]([CH3:30])(=[O:29])=[O:28])[CH2:23][CH2:22]3)[CH2:17][CH2:16]2)[CH:9]=[CH:10][C:11]=1[N+:12]([O-])=O)[CH3:4], predict the reaction product. The product is: [CH2:3]([O:5][C:6]1[CH:7]=[C:8]([N:15]2[CH2:20][CH2:19][CH:18]([N:21]3[CH2:22][CH2:23][N:24]([S:27]([CH3:30])(=[O:29])=[O:28])[CH2:25][CH2:26]3)[CH2:17][CH2:16]2)[CH:9]=[CH:10][C:11]=1[NH2:12])[CH3:4]. (6) Given the reactants [C:9](O[C:9]([O:11][C:12]([CH3:15])([CH3:14])[CH3:13])=[O:10])([O:11][C:12]([CH3:15])([CH3:14])[CH3:13])=[O:10].[NH2:16][CH2:17][C:18]1[CH:27]=[C:26]([Cl:28])[CH:25]=[CH:24][C:19]=1[O:20][CH2:21][C:22]#[N:23].C(N(CC)CC)C, predict the reaction product. The product is: [C:12]([O:11][C:9](=[O:10])[NH:16][CH2:17][C:18]1[CH:27]=[C:26]([Cl:28])[CH:25]=[CH:24][C:19]=1[O:20][CH2:21][C:22]#[N:23])([CH3:13])([CH3:14])[CH3:15]. (7) Given the reactants [O:1]=[S:2]1(=[O:28])[CH2:7][CH2:6][N:5]([CH2:8][CH2:9][CH2:10][O:11][C:12]2[CH:13]=[CH:14][C:15]3[C:16]4[N:17]([CH2:25][CH2:26][N:27]=4)[C:18]([NH2:24])=[N:19][C:20]=3[C:21]=2[O:22][CH3:23])[CH2:4][CH2:3]1.[NH2:29][C:30]1[CH:38]=[CH:37][C:33]([C:34](O)=[O:35])=[CH:32][N:31]=1, predict the reaction product. The product is: [NH2:29][C:30]1[CH:38]=[CH:37][C:33]([C:34]([NH:24][C:18]2[N:17]3[CH2:25][CH2:26][N:27]=[C:16]3[C:15]3[CH:14]=[CH:13][C:12]([O:11][CH2:10][CH2:9][CH2:8][N:5]4[CH2:6][CH2:7][S:2](=[O:1])(=[O:28])[CH2:3][CH2:4]4)=[C:21]([O:22][CH3:23])[C:20]=3[N:19]=2)=[O:35])=[CH:32][N:31]=1. (8) Given the reactants Cl.[N:2]1[CH:7]=[CH:6][CH:5]=[CH:4][C:3]=1[CH2:8]Cl.[Cl:10][C:11]1[C:19]2[C:14](=[CH:15][CH:16]=[C:17]([N+:20]([O-:22])=[O:21])[CH:18]=2)[NH:13][CH:12]=1.C(=O)([O-])[O-].[K+].[K+], predict the reaction product. The product is: [Cl:10][C:11]1[C:19]2[C:14](=[CH:15][CH:16]=[C:17]([N+:20]([O-:22])=[O:21])[CH:18]=2)[N:13]([CH2:8][C:3]2[CH:4]=[CH:5][CH:6]=[CH:7][N:2]=2)[CH:12]=1. (9) Given the reactants [F:1][C:2]1[CH:7]=[C:6]([N:8]2[CH:13]=[CH:12][CH:11]=[CH:10][C:9]2=[O:14])[CH:5]=[CH:4][C:3]=1[NH:15][C:16]([C@H:18]1[C:25]2[CH:24]=[N:23][N:22]([CH3:26])[C:21]=2[CH2:20][NH:19]1)=[O:17].[NH:27]1[C:35]2[C:30](=[CH:31][CH:32]=[C:33]([C:36](O)=[O:37])[CH:34]=2)[CH:29]=[CH:28]1.CCN(C(C)C)C(C)C.C1N(P(Cl)(N2C(=O)OCC2)=O)C(=O)OC1, predict the reaction product. The product is: [F:1][C:2]1[CH:7]=[C:6]([N:8]2[CH:13]=[CH:12][CH:11]=[CH:10][C:9]2=[O:14])[CH:5]=[CH:4][C:3]=1[NH:15][C:16]([C@H:18]1[C:25]2[CH:24]=[N:23][N:22]([CH3:26])[C:21]=2[CH2:20][N:19]1[C:36]([C:33]1[CH:34]=[C:35]2[C:30]([CH:29]=[CH:28][NH:27]2)=[CH:31][CH:32]=1)=[O:37])=[O:17]. (10) Given the reactants Br[C:2]1[CH:3]=[CH:4][C:5]2[N:9]=[C:8]([O:10][CH:11]3[CH2:14][O:13][CH2:12]3)[N:7]([C:15]3[CH:20]=[CH:19][N:18]=[C:17]([NH2:21])[N:16]=3)[C:6]=2[CH:22]=1.[CH3:23][C:24]([OH:28])([C:26]#[CH:27])[CH3:25], predict the reaction product. The product is: [NH2:21][C:17]1[N:16]=[C:15]([N:7]2[C:6]3[CH:22]=[C:2]([C:27]#[C:26][C:24]([CH3:25])([OH:28])[CH3:23])[CH:3]=[CH:4][C:5]=3[N:9]=[C:8]2[O:10][CH:11]2[CH2:14][O:13][CH2:12]2)[CH:20]=[CH:19][N:18]=1.